Dataset: Cav3 T-type calcium channel HTS with 100,875 compounds. Task: Binary Classification. Given a drug SMILES string, predict its activity (active/inactive) in a high-throughput screening assay against a specified biological target. (1) The molecule is o1c(c(COc2ccccc2)cc1C(=O)Nc1ccc(O)cc1)C. The result is 0 (inactive). (2) The molecule is FC(F)(F)C1(NC(=O)C2CC2)c2c(NC1=O)n(Cc1occc1)c(=O)[nH]c2=O. The result is 0 (inactive). (3) The drug is S(=O)(=O)(N1C(CCCC1)C(=O)NCCC(C)C)c1ccc(F)cc1. The result is 0 (inactive). (4) The drug is S1CCN=C1NC(=O)Nc1ccccc1. The result is 0 (inactive). (5) The drug is S(=O)(=O)(N(C)C)c1cc2sc(SC)nc2cc1. The result is 0 (inactive). (6) The drug is S(Cc1[nH]c(Nc2nc3c(c(n2)C)cccc3OC)nc(=O)c1)c1sc(nn1)C. The result is 0 (inactive). (7) The drug is n1(c2c3c(nc(c2)C)c(ccc3nc1)C)c1ccccc1. The result is 0 (inactive). (8) The compound is O(c1c(C(=O)NC(CO)C(O)=O)cccc1)CCC. The result is 0 (inactive).